Dataset: Catalyst prediction with 721,799 reactions and 888 catalyst types from USPTO. Task: Predict which catalyst facilitates the given reaction. Reactant: [Cl:1][C:2]1[N:11]=[C:10](Cl)[C:9]2[C:4](=[CH:5][CH:6]=[CH:7][CH:8]=2)[N:3]=1.C(N(CC)C(C)C)(C)C.[C:22]1([CH:28]([C:31]2[CH:36]=[CH:35][CH:34]=[CH:33][N:32]=2)[CH2:29][NH2:30])[CH:27]=[CH:26][CH:25]=[CH:24][CH:23]=1. Product: [Cl:1][C:2]1[N:11]=[CH:10][C:9]2[C:8]([NH:30][CH2:29][CH:28]([C:22]3[CH:27]=[CH:26][CH:25]=[CH:24][CH:23]=3)[C:31]3[CH:36]=[CH:35][CH:34]=[CH:33][N:32]=3)=[CH:7][CH:6]=[CH:5][C:4]=2[N:3]=1. The catalyst class is: 20.